Dataset: Catalyst prediction with 721,799 reactions and 888 catalyst types from USPTO. Task: Predict which catalyst facilitates the given reaction. Reactant: Cl.[CH3:2][C:3]1[O:7][C:6]([CH:8]2[CH2:13][CH2:12][NH:11][CH2:10][CH2:9]2)=[N:5][N:4]=1.Br[C:15]1[N:20]=[CH:19][CH:18]=[CH:17][N:16]=1.C(=O)([O-])[O-].[K+].[K+]. Product: [CH3:2][C:3]1[O:7][C:6]([CH:8]2[CH2:13][CH2:12][N:11]([C:15]3[N:20]=[CH:19][CH:18]=[CH:17][N:16]=3)[CH2:10][CH2:9]2)=[N:5][N:4]=1. The catalyst class is: 9.